Dataset: Forward reaction prediction with 1.9M reactions from USPTO patents (1976-2016). Task: Predict the product of the given reaction. Given the reactants [S:1]1[CH2:5][CH2:4][N:3]=[C:2]1[NH:6][CH:7]1[C:15]2[C:10](=[CH:11][CH:12]=[CH:13][CH:14]=2)[CH2:9][CH2:8]1.[N:16]#[C:17]Br, predict the reaction product. The product is: [CH:7]1([N:6]=[C:2]2[N:3]([C:17]#[N:16])[CH2:4][CH2:5][S:1]2)[C:15]2[C:10](=[CH:11][CH:12]=[CH:13][CH:14]=2)[CH2:9][CH2:8]1.